The task is: Predict the reaction yield, written as a fraction of the theoretical maximum amount of product (1.0 means a 100% yield; for example, 0.34 means a 34% yield).. This data is from Reaction yield outcomes from USPTO patents with 853,638 reactions. (1) The reactants are Cl[C:2]1[C:7]([N+:8]([O-:10])=[O:9])=[CH:6][CH:5]=[CH:4][N:3]=1.[Cl:11][C:12]1[CH:17]=[CH:16][CH:15]=[CH:14][C:13]=1[N:18]1[C:22]([OH:23])=[CH:21][C:20]([CH3:24])=[N:19]1.C(=O)([O-])[O-].[K+].[K+].O. The catalyst is CN(C=O)C. The product is [Cl:11][C:12]1[CH:17]=[CH:16][CH:15]=[CH:14][C:13]=1[N:18]1[C:22]([O:23][C:2]2[C:7]([N+:8]([O-:10])=[O:9])=[CH:6][CH:5]=[CH:4][N:3]=2)=[CH:21][C:20]([CH3:24])=[N:19]1. The yield is 0.550. (2) The reactants are [CH3:1][S:2]([O:5]S(C)(=O)=O)(=[O:4])=[O:3].[F:10][C:11]([F:31])([F:30])[C:12]1[C:17]([CH2:18]O)=[CH:16][C:15]([C:20]2[CH:21]=[N:22][C:23]([C:26]([F:29])([F:28])[F:27])=[N:24][CH:25]=2)=[CH:14][N:13]=1.CCN(C(C)C)C(C)C. The catalyst is C(Cl)Cl. The product is [CH3:1][S:2]([O:5][CH2:18][C:17]1[C:12]([C:11]([F:31])([F:10])[F:30])=[N:13][CH:14]=[C:15]([C:20]2[CH:25]=[N:24][C:23]([C:26]([F:27])([F:28])[F:29])=[N:22][CH:21]=2)[CH:16]=1)(=[O:4])=[O:3]. The yield is 1.09. (3) The reactants are [CH2:1]([N:8]([CH2:16][CH3:17])[C:9]1[N:10]=[N:11][C:12](I)=[CH:13][CH:14]=1)[C:2]1[CH:7]=[CH:6][CH:5]=[CH:4][CH:3]=1.[NH2:18][C:19]1[CH:20]=[C:21](B(O)O)[CH:22]=[CH:23][CH:24]=1.C(=O)([O-])[O-].[K+].[K+]. The catalyst is C1(C)C=CC=CC=1.C(O)C.O.C1C=CC([P]([Pd]([P](C2C=CC=CC=2)(C2C=CC=CC=2)C2C=CC=CC=2)([P](C2C=CC=CC=2)(C2C=CC=CC=2)C2C=CC=CC=2)[P](C2C=CC=CC=2)(C2C=CC=CC=2)C2C=CC=CC=2)(C2C=CC=CC=2)C2C=CC=CC=2)=CC=1. The product is [NH2:18][C:19]1[CH:24]=[C:23]([C:12]2[N:11]=[N:10][C:9]([N:8]([CH2:1][C:2]3[CH:7]=[CH:6][CH:5]=[CH:4][CH:3]=3)[CH2:16][CH3:17])=[CH:14][CH:13]=2)[CH:22]=[CH:21][CH:20]=1. The yield is 0.490.